This data is from Forward reaction prediction with 1.9M reactions from USPTO patents (1976-2016). The task is: Predict the product of the given reaction. (1) Given the reactants C([N:20]1[CH:24]=[C:23]([CH:25]=O)[N:22]=[CH:21]1)(C1C=CC=CC=1)(C1C=CC=CC=1)C1C=CC=CC=1.[C:27]1([Mg]Br)[CH:32]=[CH:31][CH:30]=[CH:29][CH:28]=1.[NH4+].[Cl-], predict the reaction product. The product is: [CH2:25]([C:23]1[N:22]=[CH:21][NH:20][CH:24]=1)[C:27]1[CH:32]=[CH:31][CH:30]=[CH:29][CH:28]=1. (2) The product is: [O:6]1[CH2:10][CH2:9][O:8][CH:7]1[C:11]1[CH:12]=[CH:13][C:14]([CH2:17][O:18][C:22]2[CH:27]=[CH:26][CH:25]=[CH:24][N:23]=2)=[N:15][CH:16]=1. Given the reactants CN(C)C=O.[O:6]1[CH2:10][CH2:9][O:8][CH:7]1[C:11]1[CH:12]=[CH:13][C:14]([CH2:17][OH:18])=[N:15][CH:16]=1.[H-].[Na+].F[C:22]1[CH:27]=[CH:26][CH:25]=[CH:24][N:23]=1, predict the reaction product.